Dataset: Full USPTO retrosynthesis dataset with 1.9M reactions from patents (1976-2016). Task: Predict the reactants needed to synthesize the given product. (1) Given the product [NH2:8][CH2:9][C:10]1[CH:11]=[C:12]([C:16]2[CH:21]=[C:20]([NH:43][CH2:42][CH:39]3[CH2:41][CH2:40]3)[CH:19]=[C:18]([CH2:23][O:24][C:25]3[CH:30]=[CH:29][CH:28]=[CH:27][C:26]=3[CH2:31][C:32]([OH:34])=[O:33])[CH:17]=2)[CH:13]=[CH:14][CH:15]=1, predict the reactants needed to synthesize it. The reactants are: C(OC([NH:8][CH2:9][C:10]1[CH:11]=[C:12]([C:16]2[CH:21]=[C:20](Cl)[CH:19]=[C:18]([CH2:23][O:24][C:25]3[CH:30]=[CH:29][CH:28]=[CH:27][C:26]=3[CH2:31][C:32]([O:34]C(C)(C)C)=[O:33])[CH:17]=2)[CH:13]=[CH:14][CH:15]=1)=O)(C)(C)C.[CH:39]1([CH2:42][NH2:43])[CH2:41][CH2:40]1.C([O-])([O-])=O.[Cs+].[Cs+].C(O)(C(F)(F)F)=O. (2) Given the product [NH2:39][C:40]1[N:44]([C:2]2[CH:3]=[C:4]([OH:8])[CH:5]=[CH:6][CH:7]=2)[N:43]=[C:42]([CH3:57])[CH:41]=1, predict the reactants needed to synthesize it. The reactants are: I[C:2]1[CH:3]=[C:4]([OH:8])[CH:5]=[CH:6][CH:7]=1.C[C@H]1CCC[C@@H](C)N1C1N2C=C(O[C@H]3C4C(=CC=CC=4)[C@@H](NC(=O)[NH:39][C:40]4[N:44](C5C=NN(CCOS(C)(=O)=O)C=5)[N:43]=[C:42]([CH:57](C)C)[CH:41]=4)CC3)C=CC2=NN=1. (3) Given the product [OH:21][C:22]1[CH:27]=[CH:26][C:25]([C:2]2[CH:3]=[CH:4][N:5]3[C:10]([C:11]=2[CH3:12])=[C:9]([CH:13]2[CH2:15][CH2:14]2)[CH:8]=[C:7]([C:16]([O:18][CH3:19])=[O:17])[C:6]3=[O:20])=[CH:24][CH:23]=1, predict the reactants needed to synthesize it. The reactants are: Cl[C:2]1[CH:3]=[CH:4][N:5]2[C:10]([C:11]=1[CH3:12])=[C:9]([CH:13]1[CH2:15][CH2:14]1)[CH:8]=[C:7]([C:16]([O:18][CH3:19])=[O:17])[C:6]2=[O:20].[OH:21][C:22]1[CH:27]=[CH:26][C:25](B(O)O)=[CH:24][CH:23]=1. (4) Given the product [CH2:1]([O:3][C:4]([C@@H:6]1[CH2:11][CH2:10][C@H:9]([NH:12][C:13]([O:15][CH2:16][C:17]2[CH:18]=[CH:19][CH:20]=[CH:21][CH:22]=2)=[O:14])[C@H:8]([NH:23][C:24]([O:26][C:27]([CH3:28])([CH3:30])[CH3:29])=[O:25])[CH2:7]1)=[O:5])[CH3:2], predict the reactants needed to synthesize it. The reactants are: [CH2:1]([O:3][C:4]([C@H:6]1[CH2:11][CH2:10][C@H:9]([NH:12][C:13]([O:15][CH2:16][C:17]2[CH:22]=[CH:21][CH:20]=[CH:19][CH:18]=2)=[O:14])[C@H:8]([NH:23][C:24]([O:26][C:27]([CH3:30])([CH3:29])[CH3:28])=[O:25])[CH2:7]1)=[O:5])[CH3:2].O1CCCC1.[O-]CC.[Na+]. (5) Given the product [N:21]1[C:30]2[CH2:29][CH2:28][N:27]([C:2]3[N:7]=[CH:6][N:5]=[C:4]([NH:8][C:9]4[CH:10]=[C:11]([CH2:15][S:16]([NH2:19])(=[O:18])=[O:17])[CH:12]=[CH:13][CH:14]=4)[N:3]=3)[CH2:26][C:25]=2[CH:24]=[CH:23][CH:22]=1, predict the reactants needed to synthesize it. The reactants are: Cl[C:2]1[N:7]=[CH:6][N:5]=[C:4]([NH:8][C:9]2[CH:10]=[C:11]([CH2:15][S:16]([NH2:19])(=[O:18])=[O:17])[CH:12]=[CH:13][CH:14]=2)[N:3]=1.Cl.[N:21]1[C:30]2[CH2:29][CH2:28][NH:27][CH2:26][C:25]=2[CH:24]=[CH:23][CH:22]=1. (6) Given the product [ClH:2].[Cl:15][C:11]1[CH:10]=[C:9]([C:7]2[N:6]=[C:5]3[CH2:16][CH2:17][CH2:18][C:4]3=[C:3]([NH:19][C:20]3[CH:21]=[CH:22][C:23]([CH2:26][CH2:27][OH:28])=[N:24][CH:25]=3)[CH:8]=2)[CH:14]=[CH:13][CH:12]=1, predict the reactants needed to synthesize it. The reactants are: Cl.[Cl:2][C:3]1[CH:8]=[C:7]([C:9]2[CH:14]=[CH:13][CH:12]=[C:11]([Cl:15])[CH:10]=2)[N:6]=[C:5]2[CH2:16][CH2:17][CH2:18][C:4]=12.[NH2:19][C:20]1[CH:21]=[CH:22][C:23]([CH2:26][CH2:27][OH:28])=[N:24][CH:25]=1. (7) Given the product [O:50]1[CH2:49][CH2:48][N:47]([C:42]2[CH:41]=[C:40]([C:34]3[CH:33]=[CH:32][CH:31]=[C:30]4[C:35]=3[S:36][C:37]3[CH:38]=[CH:39][C:26]([NH:25][C:21]([C@@H:17]5[CH2:18][CH2:19][CH2:20][N:16]5[C:14]([O:13][C:9]([CH3:10])([CH3:11])[CH3:12])=[O:15])=[O:23])=[CH:27][C:28]=3[S:29]4)[NH:45][C:44](=[O:46])[CH:43]=2)[CH2:52][CH2:51]1, predict the reactants needed to synthesize it. The reactants are: ClC(OCC(C)C)=O.[C:9]([O:13][C:14]([N:16]1[CH2:20][CH2:19][CH2:18][C@H:17]1[C:21]([OH:23])=O)=[O:15])([CH3:12])([CH3:11])[CH3:10].Cl.[NH2:25][C:26]1[CH:27]=[C:28]2[C:37](=[CH:38][CH:39]=1)[S:36][C:35]1[C:34]([C:40]3[NH:45][C:44](=[O:46])[CH:43]=[C:42]([N:47]4[CH2:52][CH2:51][O:50][CH2:49][CH2:48]4)[CH:41]=3)=[CH:33][CH:32]=[CH:31][C:30]=1[S:29]2.CN1CCOCC1.[Cl-].[NH4+].C(=O)([O-])O.[Na+]. (8) Given the product [CH3:17][O:16][C:3]1[CH:4]=[C:5]2[C:9](=[CH:10][C:2]=1[NH:1][S:19]([CH3:18])(=[O:21])=[O:20])[NH:8][C:7]([C:11]([O:13][CH2:14][CH3:15])=[O:12])=[CH:6]2, predict the reactants needed to synthesize it. The reactants are: [NH2:1][C:2]1[CH:10]=[C:9]2[C:5]([CH:6]=[C:7]([C:11]([O:13][CH2:14][CH3:15])=[O:12])[NH:8]2)=[CH:4][C:3]=1[O:16][CH3:17].[CH3:18][S:19](Cl)(=[O:21])=[O:20]. (9) Given the product [OH:2][CH2:3][C:5]1[N:6]([CH:10]2[C:19]3[C:14](=[CH:15][CH:16]=[CH:17][CH:18]=3)[C:13](=[O:20])[NH:12][C:11]2([CH3:22])[CH3:21])[CH:7]=[N:8][CH:9]=1, predict the reactants needed to synthesize it. The reactants are: C[O:2][C:3]([C:5]1[N:6]([CH:10]2[C:19]3[C:14](=[CH:15][CH:16]=[CH:17][CH:18]=3)[C:13](=[O:20])[NH:12][C:11]2([CH3:22])[CH3:21])[CH:7]=[N:8][CH:9]=1)=O.[H-].[Al+3].[Li+].[H-].[H-].[H-]. (10) Given the product [OH:21][CH:20]1[CH2:19][N:18]([C:2]2[CH:3]=[C:4]([CH:9]=[CH:10][CH:11]=2)[C:5]([O:7][CH3:8])=[O:6])[CH2:25]1, predict the reactants needed to synthesize it. The reactants are: I[C:2]1[CH:3]=[C:4]([CH:9]=[CH:10][CH:11]=1)[C:5]([O:7][CH3:8])=[O:6].C([O-])([O-])=O.[Cs+].[Cs+].[NH:18]1[CH2:25]CC[C@H:19]1[C:20](O)=[O:21].